Dataset: Full USPTO retrosynthesis dataset with 1.9M reactions from patents (1976-2016). Task: Predict the reactants needed to synthesize the given product. (1) Given the product [CH3:25][O:24][C:7]1[C:8]([CH3:23])=[C:9]2[C:13]([C:12](=[O:22])[O:11][CH2:10]2)=[C:14]([O:15][CH2:16][CH2:17][Si:18]([CH3:20])([CH3:19])[CH3:21])[C:6]=1[CH2:5][CH:4]=[C:3]([CH3:26])[CH2:2][O:1][P:37]([OH:42])[OH:38], predict the reactants needed to synthesize it. The reactants are: [OH:1][CH2:2][C:3]([CH3:26])=[CH:4][CH2:5][C:6]1[C:14]([O:15][CH2:16][CH2:17][Si:18]([CH3:21])([CH3:20])[CH3:19])=[C:13]2[C:9]([CH2:10][O:11][C:12]2=[O:22])=[C:8]([CH3:23])[C:7]=1[O:24][CH3:25].CCN(C(C)C)C(C)C.Cl[P:37]1[O:42]C(=O)C2C=CC=CC=2[O:38]1. (2) Given the product [CH:1]([N:4]1[CH2:5][CH2:6][CH:7]([NH:10][C:11]([C:13]2[N:26]([CH2:33][C:34](=[O:35])[NH:36][C:37]3[CH:42]=[CH:41][C:40]([Cl:43])=[CH:39][N:38]=3)[C:16]3=[CH:17][N:18]=[C:19]([O:21][CH2:22][CH2:23][O:24][CH3:25])[CH:20]=[C:15]3[CH:14]=2)=[O:12])[CH2:8][CH2:9]1)([CH3:3])[CH3:2], predict the reactants needed to synthesize it. The reactants are: [CH:1]([N:4]1[CH2:9][CH2:8][CH:7]([NH:10][C:11]([C:13]2[NH:26][C:16]3=[CH:17][N:18]=[C:19]([O:21][CH2:22][CH2:23][O:24][CH3:25])[CH:20]=[C:15]3[CH:14]=2)=[O:12])[CH2:6][CH2:5]1)([CH3:3])[CH3:2].CN(C=O)C.Br[CH2:33][C:34]([NH:36][C:37]1[CH:42]=[CH:41][C:40]([Cl:43])=[CH:39][N:38]=1)=[O:35].Cl.